From a dataset of Full USPTO retrosynthesis dataset with 1.9M reactions from patents (1976-2016). Predict the reactants needed to synthesize the given product. (1) Given the product [CH2:1]([O:8][C@H:9]1[C@@H:15]([O:16][CH2:17][C:18]2[CH:23]=[CH:22][CH:21]=[CH:20][CH:19]=2)[C@H:14]([O:24][CH2:25][C:26]2[CH:27]=[CH:28][CH:29]=[CH:30][CH:31]=2)[C@@H:13]([CH2:32][O:33][CH2:34][C:35]2[CH:36]=[CH:37][CH:38]=[CH:39][CH:40]=2)[O:12][CH:10]1[O:11][CH2:53][C:52]([OH:55])=[O:51])[C:2]1[CH:3]=[CH:4][CH:5]=[CH:6][CH:7]=1, predict the reactants needed to synthesize it. The reactants are: [CH2:1]([O:8][C@H:9]1[C@@H:15]([O:16][CH2:17][C:18]2[CH:23]=[CH:22][CH:21]=[CH:20][CH:19]=2)[C@H:14]([O:24][CH2:25][C:26]2[CH:31]=[CH:30][CH:29]=[CH:28][CH:27]=2)[C@@H:13]([CH2:32][O:33][CH2:34][C:35]2[CH:40]=[CH:39][CH:38]=[CH:37][CH:36]=2)[O:12][CH:10]1[OH:11])[C:2]1[CH:7]=[CH:6][CH:5]=[CH:4][CH:3]=1.C(=O)([O-])[O-].[K+].[K+].C([O:51][C:52](=[O:55])[CH2:53]Cl)(C)(C)C.COC(C)(C)C. (2) Given the product [C:5]([C:4]1[CH:3]=[C:2]([NH:1][S:11]([CH3:10])(=[O:13])=[O:12])[CH:9]=[CH:8][CH:7]=1)#[N:6], predict the reactants needed to synthesize it. The reactants are: [NH2:1][C:2]1[CH:3]=[C:4]([CH:7]=[CH:8][CH:9]=1)[C:5]#[N:6].[CH3:10][S:11](Cl)(=[O:13])=[O:12]. (3) Given the product [C:10]([O:14][C:15]([NH:17][C@@H:18]([CH2:23][C:24]1[CH:25]=[CH:26][CH:27]=[CH:28][CH:29]=1)[C@H:19]([OH:22])[CH2:20][Cl:21])=[O:16])([CH3:13])([CH3:11])[CH3:12], predict the reactants needed to synthesize it. The reactants are: C(OCC)(=O)C.C(O)C.[C:10]([O:14][C:15]([NH:17][C@@H:18]([CH2:23][C:24]1[CH:29]=[CH:28][CH:27]=[CH:26][CH:25]=1)[C:19](=[O:22])[CH2:20][Cl:21])=[O:16])([CH3:13])([CH3:12])[CH3:11].[BH4-].[Na+]. (4) Given the product [Cl:32][C:27]1[N:26]=[C:25]([O:24][CH3:23])[N:30]=[C:29]([C:9]2[CH:21]=[CH:20][C:12]3[N:13]=[C:14]([NH:16][C:17](=[O:19])[CH3:18])[S:15][C:11]=3[CH:10]=2)[CH:28]=1, predict the reactants needed to synthesize it. The reactants are: CC1(C)C(C)(C)OB([C:9]2[CH:21]=[CH:20][C:12]3[N:13]=[C:14]([NH:16][C:17](=[O:19])[CH3:18])[S:15][C:11]=3[CH:10]=2)O1.[CH3:23][O:24][C:25]1[N:30]=[C:29](Cl)[CH:28]=[C:27]([Cl:32])[N:26]=1.C([O-])([O-])=O.[Na+].[Na+]. (5) Given the product [ClH:45].[ClH:45].[CH3:31][O:33][C:14]1[CH:13]=[C:12]2[C:5](=[CH:4][CH:3]=1)[NH:6][CH:7]=[C:8]2[CH2:9][CH2:10][NH:11][CH:20]1[CH2:21][CH2:22][C:17]([C:24]2[CH:29]=[CH:28][CH:27]=[CH:26][CH:25]=2)([N:16]([CH3:30])[CH3:15])[CH2:18][CH2:19]1, predict the reactants needed to synthesize it. The reactants are: CO[C:3]1[CH:4]=[C:5]2[C:12](=[CH:13][CH:14]=1)[C:8]([CH2:9][CH2:10][NH2:11])=[CH:7][NH:6]2.[CH3:15][N:16]([CH3:30])[C:17]1([C:24]2[CH:29]=[CH:28][CH:27]=[CH:26][CH:25]=2)[CH2:22][CH2:21][C:20](=O)[CH2:19][CH2:18]1.[C:31](O[BH-](OC(=O)C)OC(=O)C)(=[O:33])C.[Na+].[ClH:45]. (6) The reactants are: [F:1][C:2]1[CH:7]=[C:6]([O:8][CH2:9][CH2:10][C@@H:11]2[CH2:13][C@@H:12]2[CH:14]2[CH2:19][CH2:18][NH:17][CH2:16][CH2:15]2)[C:5]([F:20])=[CH:4][C:3]=1[CH2:21][C:22]([N:24]([CH3:26])[CH3:25])=[O:23].C(N(CC)CC)C.Cl[C:35]1[N:40]=[CH:39][C:38]([CH2:41][O:42][CH3:43])=[CH:37][N:36]=1. Given the product [F:1][C:2]1[CH:7]=[C:6]([O:8][CH2:9][CH2:10][C@@H:11]2[CH2:13][C@@H:12]2[CH:14]2[CH2:15][CH2:16][N:17]([C:35]3[N:40]=[CH:39][C:38]([CH2:41][O:42][CH3:43])=[CH:37][N:36]=3)[CH2:18][CH2:19]2)[C:5]([F:20])=[CH:4][C:3]=1[CH2:21][C:22]([N:24]([CH3:26])[CH3:25])=[O:23], predict the reactants needed to synthesize it. (7) Given the product [Cl:27][C:9]1[C:8]([NH:7][C:1](=[O:5])[CH2:2][CH2:3][CH3:4])=[C:17]([NH:18][CH2:19][C:20]2([OH:26])[CH2:25][CH2:24][S:23][CH2:22][CH2:21]2)[C:16]2[C:11](=[CH:12][CH:13]=[CH:14][CH:15]=2)[N:10]=1, predict the reactants needed to synthesize it. The reactants are: [C:1](Cl)(=[O:5])[CH2:2][CH2:3][CH3:4].[NH2:7][C:8]1[C:9]([Cl:27])=[N:10][C:11]2[C:16]([C:17]=1[NH:18][CH2:19][C:20]1([OH:26])[CH2:25][CH2:24][S:23][CH2:22][CH2:21]1)=[CH:15][CH:14]=[CH:13][CH:12]=2.C(N(CC)CC)C. (8) The reactants are: [F:1][C:2]([F:19])([F:18])[C:3]1[CH:8]=[CH:7][C:6]([C:9]2[C:10]([C:15]([OH:17])=O)=[CH:11][CH:12]=[CH:13][CH:14]=2)=[CH:5][CH:4]=1.[NH2:20][CH:21]1[CH2:26][CH2:25][N:24]([CH2:27][C:28]2[CH:33]=[CH:32][CH:31]=[CH:30][CH:29]=2)[CH2:23][CH2:22]1.O.ON1C2C=CC=CC=2N=N1.Cl.C(N=C=NCCCN(C)C)C. Given the product [CH2:27]([N:24]1[CH2:25][CH2:26][CH:21]([NH:20][C:15]([C:10]2[C:9]([C:6]3[CH:5]=[CH:4][C:3]([C:2]([F:1])([F:19])[F:18])=[CH:8][CH:7]=3)=[CH:14][CH:13]=[CH:12][CH:11]=2)=[O:17])[CH2:22][CH2:23]1)[C:28]1[CH:29]=[CH:30][CH:31]=[CH:32][CH:33]=1, predict the reactants needed to synthesize it. (9) Given the product [Cl:38][C:37]1[CH:36]=[CH:35][CH:34]=[C:33]([Cl:39])[C:32]=1[CH2:31][O:1][C:2]1[CH:3]=[C:4]([C:8]2[C:17]3[C:12](=[C:13]([C:18]([F:21])([F:19])[F:20])[CH:14]=[CH:15][CH:16]=3)[N:11]=[CH:10][C:9]=2[C:22]([C:24]2[CH:25]=[CH:26][CH:27]=[CH:28][CH:29]=2)=[O:23])[CH:5]=[CH:6][CH:7]=1, predict the reactants needed to synthesize it. The reactants are: [OH:1][C:2]1[CH:3]=[C:4]([C:8]2[C:17]3[C:12](=[C:13]([C:18]([F:21])([F:20])[F:19])[CH:14]=[CH:15][CH:16]=3)[N:11]=[CH:10][C:9]=2[C:22]([C:24]2[CH:29]=[CH:28][CH:27]=[CH:26][CH:25]=2)=[O:23])[CH:5]=[CH:6][CH:7]=1.Br[CH2:31][C:32]1[C:37]([Cl:38])=[CH:36][CH:35]=[CH:34][C:33]=1[Cl:39]. (10) Given the product [CH3:1][O:2][C:3]([C:4]1[N:16]=[C:17]([NH2:19])[S:18][C:5]=1[C:6]1[CH:11]=[CH:10][CH:9]=[C:8]([F:12])[CH:7]=1)=[O:15], predict the reactants needed to synthesize it. The reactants are: [CH3:1][O:2][C:3](=[O:15])[C:4](=O)[CH:5](Cl)[C:6]1[CH:11]=[CH:10][CH:9]=[C:8]([F:12])[CH:7]=1.[NH2:16][C:17]([NH2:19])=[S:18].